From a dataset of Reaction yield outcomes from USPTO patents with 853,638 reactions. Predict the reaction yield, written as a fraction of the theoretical maximum amount of product (1.0 means a 100% yield; for example, 0.34 means a 34% yield). (1) The reactants are [CH3:1][O:2][C:3]1[CH:12]=[C:11]([O:13][CH3:14])[CH:10]=[C:9]2[C:4]=1[C:5](=[O:31])[NH:6][C:7]([C:15]1[CH:20]=[C:19]([CH3:21])[C:18]([NH:22][C:23]([CH2:25][O:26]C(=O)C)=[O:24])=[C:17]([CH3:30])[CH:16]=1)=[N:8]2.C(=O)([O-])[O-].[K+].[K+].Cl. The catalyst is CO.ClCCl.O. The product is [CH3:1][O:2][C:3]1[CH:12]=[C:11]([O:13][CH3:14])[CH:10]=[C:9]2[C:4]=1[C:5](=[O:31])[NH:6][C:7]([C:15]1[CH:20]=[C:19]([CH3:21])[C:18]([NH:22][C:23](=[O:24])[CH2:25][OH:26])=[C:17]([CH3:30])[CH:16]=1)=[N:8]2. The yield is 0.490. (2) The reactants are C(NC(C)C)(C)C.[CH2:8]([Li])[CH2:9][CH2:10][CH3:11].[CH3:13][O:14][C:15](=[O:26])[CH2:16][C:17]1[CH:22]=[CH:21][C:20]([S:23][CH3:24])=[C:19]([Cl:25])[CH:18]=1.[O:27]1CCC[CH2:28]1. The catalyst is CN1CCCN(C)C1=O.[Au]. The product is [CH3:13][O:14][C:15](=[O:26])[CH:16]([C:17]1[CH:22]=[CH:21][C:20]([S:23][CH3:24])=[C:19]([Cl:25])[CH:18]=1)[CH2:11][C@H:10]1[CH2:9][CH2:8][CH2:28][O:27]1. The yield is 0.520. (3) The reactants are [N:1]1[CH:6]=[CH:5][C:4]([C:7]2[CH:8]=[C:9]([CH:14]=[CH:15][CH:16]=2)[C:10]([O:12]C)=[O:11])=[CH:3][CH:2]=1.[OH-].[Na+]. The catalyst is CO. The product is [N:1]1[CH:6]=[CH:5][C:4]([C:7]2[CH:8]=[C:9]([CH:14]=[CH:15][CH:16]=2)[C:10]([OH:12])=[O:11])=[CH:3][CH:2]=1. The yield is 0.900. (4) The reactants are [OH:1][CH2:2][C:3]1[CH:22]=[CH:21][C:6]([CH2:7]/[C:8](=[C:13](\[CH:18]([CH3:20])[CH3:19])/[C:14]([O:16][CH3:17])=[O:15])/[C:9]([O:11][CH3:12])=[O:10])=[CH:5][CH:4]=1. The catalyst is C1C=CC=CC=1.[O-2].[O-2].[Mn+4]. The product is [CH3:12][O:11][C:9](=[O:10])/[C:8](/[CH2:7][C:6]1[CH:21]=[CH:22][C:3]([CH:2]=[O:1])=[CH:4][CH:5]=1)=[C:13](/[CH:18]([CH3:19])[CH3:20])\[C:14]([O:16][CH3:17])=[O:15]. The yield is 0.830. (5) The reactants are [N:1]1[C:10]2[C:5](=[CH:6][CH:7]=[CH:8][CH:9]=2)[CH:4]=[CH:3][C:2]=1[CH2:11][O:12][C:13]1[CH:18]=[CH:17][C:16]([CH2:19][C:20]([OH:22])=O)=[CH:15][CH:14]=1.O=S(Cl)[Cl:25]. No catalyst specified. The product is [N:1]1[C:10]2[C:5](=[CH:6][CH:7]=[CH:8][CH:9]=2)[CH:4]=[CH:3][C:2]=1[CH2:11][O:12][C:13]1[CH:18]=[CH:17][C:16]([CH2:19][C:20]([Cl:25])=[O:22])=[CH:15][CH:14]=1. The yield is 0.950. (6) The reactants are [C:1]([O:8][CH3:9])(=[O:7])/[CH:2]=[CH:3]/[C:4]([OH:6])=[O:5].C(OC([N:17]1[CH2:22][CH2:21][N:20]([C:23](=[O:26])[CH2:24][Cl:25])[CH2:19][CH2:18]1)=O)(C)(C)C.Cl. The catalyst is CN1C(=O)CCC1.O1CCOCC1. The product is [ClH:25].[C:1]([O:8][CH3:9])(=[O:7])/[CH:2]=[CH:3]/[C:4]([O:6][CH2:24][C:23](=[O:26])[N:20]1[CH2:19][CH2:18][NH:17][CH2:22][CH2:21]1)=[O:5]. The yield is 0.410.